Dataset: Full USPTO retrosynthesis dataset with 1.9M reactions from patents (1976-2016). Task: Predict the reactants needed to synthesize the given product. Given the product [C:37]1([P:30](=[O:4])([C:24]2[CH:25]=[CH:26][CH:27]=[CH:28][CH:29]=2)[C:31]2[CH:36]=[CH:35][CH:34]=[CH:33][CH:32]=2)[CH:38]=[CH:39][CH:40]=[CH:41][CH:42]=1, predict the reactants needed to synthesize it. The reactants are: CC([O:4]C(/N=N/C(OC(C)C)=O)=O)C.OCCC1N=CSC=1C.[C:24]1([P:30]([C:37]2[CH:42]=[CH:41][CH:40]=[CH:39][CH:38]=2)[C:31]2[CH:36]=[CH:35][CH:34]=[CH:33][CH:32]=2)[CH:29]=[CH:28][CH:27]=[CH:26][CH:25]=1.